This data is from Forward reaction prediction with 1.9M reactions from USPTO patents (1976-2016). The task is: Predict the product of the given reaction. (1) Given the reactants C(N(CC)CC)C.[CH:8]([C:10]1[C:18]2[C:13](=[CH:14][CH:15]=[CH:16][CH:17]=2)[N:12](C(OC(C)(C)C)=O)[CH:11]=1)=[O:9].[CH3:26][O:27][C:28]1[CH:29]=[C:30]([N:36]=[CH:37][C:38]2[CH:45]=[CH:44][C:41]([C:42]#[N:43])=[CH:40][CH:39]=2)[CH:31]=[C:32]([O:34][CH3:35])[CH:33]=1, predict the reaction product. The product is: [CH3:35][O:34][C:32]1[CH:31]=[C:30]([NH:36][CH:37]([C:38]2[CH:39]=[CH:40][C:41]([C:42]#[N:43])=[CH:44][CH:45]=2)[C:8]([C:10]2[C:18]3[C:13](=[CH:14][CH:15]=[CH:16][CH:17]=3)[NH:12][CH:11]=2)=[O:9])[CH:29]=[C:28]([O:27][CH3:26])[CH:33]=1. (2) Given the reactants [CH3:1][C:2]1[C:10]2[NH:9][CH:8]=[N:7][C:6]=2[C:5]([CH3:11])=[CH:4][CH:3]=1.[N+:12]([O-])([OH:14])=[O:13].[OH-].[NH4+], predict the reaction product. The product is: [CH3:11][C:5]1[C:6]2[NH:7][CH:8]=[N:9][C:10]=2[C:2]([CH3:1])=[CH:3][C:4]=1[N+:12]([O-:14])=[O:13]. (3) Given the reactants [CH:1]1([C:5]([S:7][C:8]2[CH:16]=[CH:15][CH:14]=[CH:13][C:9]=2[C:10](O)=[O:11])=O)[CH2:4][CH2:3][CH2:2]1.C([N:19](CC)CC)C.ClC(OCC)=O.[N-]=[N+]=[N-].[Na+].C(P(CCCC)CCCC)CCC, predict the reaction product. The product is: [C:1]1(=[C:5]2[NH:19][C:10](=[O:11])[C:9]3[CH:13]=[CH:14][CH:15]=[CH:16][C:8]=3[S:7]2)[CH2:4][CH2:3][CH2:2]1. (4) Given the reactants [Cl:1][C:2]1[CH:7]=[CH:6][C:5]([C:8]2[S:16][C:15]3[C:14](=[O:17])[N:13]([C:18]4[CH:23]=[CH:22][C:21]([NH:24][CH2:25][CH2:26][N:27]5[CH2:31][CH2:30][CH2:29][CH2:28]5)=[C:20]([O:32][CH3:33])[CH:19]=4)[CH:12]=[N:11][C:10]=3[CH:9]=2)=[CH:4][CH:3]=1.[CH:34](O)=[O:35], predict the reaction product. The product is: [Cl:1][C:2]1[CH:7]=[CH:6][C:5]([C:8]2[S:16][C:15]3[C:14](=[O:17])[N:13]([C:18]4[CH:23]=[CH:22][C:21]([N:24]([CH2:25][CH2:26][N:27]5[CH2:28][CH2:29][CH2:30][CH2:31]5)[CH:34]=[O:35])=[C:20]([O:32][CH3:33])[CH:19]=4)[CH:12]=[N:11][C:10]=3[CH:9]=2)=[CH:4][CH:3]=1. (5) Given the reactants C([NH:5][S:6]([C:9]1[CH:14]=[CH:13][CH:12]=[C:11]([C:15]2[N:16]=[CH:17][N:18]([C:20]3[N:25]=[C:24]([C:26]([F:29])([F:28])[F:27])[CH:23]=[C:22]([C:30]4[CH:35]=[CH:34][C:33]([C:36]([F:39])([F:38])[F:37])=[CH:32][CH:31]=4)[N:21]=3)[CH:19]=2)[CH:10]=1)(=[O:8])=[O:7])(C)(C)C.C(O)(C(F)(F)F)=O, predict the reaction product. The product is: [F:29][C:26]([F:27])([F:28])[C:24]1[CH:23]=[C:22]([C:30]2[CH:31]=[CH:32][C:33]([C:36]([F:39])([F:38])[F:37])=[CH:34][CH:35]=2)[N:21]=[C:20]([N:18]2[CH:19]=[C:15]([C:11]3[CH:10]=[C:9]([S:6]([NH2:5])(=[O:8])=[O:7])[CH:14]=[CH:13][CH:12]=3)[N:16]=[CH:17]2)[N:25]=1. (6) Given the reactants C1N2CN3CN(C2)CN1C3.C1CCN2C(=NCCC2)CC1.[Br:22][C:23]1[CH:44]=[CH:43][C:42]([F:45])=[CH:41][C:24]=1[O:25][C:26]1[CH:31]=[CH:30][C:29]([C:32]2[O:33][CH2:34][CH:35]([C:37]([O:39][CH3:40])=[O:38])[N:36]=2)=[CH:28][CH:27]=1, predict the reaction product. The product is: [Br:22][C:23]1[CH:44]=[CH:43][C:42]([F:45])=[CH:41][C:24]=1[O:25][C:26]1[CH:31]=[CH:30][C:29]([C:32]2[O:33][CH:34]=[C:35]([C:37]([O:39][CH3:40])=[O:38])[N:36]=2)=[CH:28][CH:27]=1. (7) Given the reactants [NH2:1][C:2]1[CH:3]=[C:4]2[C:17](=[CH:18][C:19]=1I)[CH2:16][C@:6]1([C:14]3[C:9](=[N:10][CH:11]=[CH:12][CH:13]=3)[NH:8][C:7]1=[O:15])[CH2:5]2.[CH3:21][N:22](C=O)C, predict the reaction product. The product is: [NH2:1][C:2]1[CH:3]=[C:4]2[C:17]([CH2:16][C@@:6]3([CH2:5]2)[C:14]2[C:9](=[N:10][CH:11]=[CH:12][CH:13]=2)[NH:8][C:7]3=[O:15])=[CH:18][C:19]=1[C:21]#[N:22]. (8) Given the reactants [CH2:1]([C:3]1[CH:11]=[CH:10][C:6]([C:7]([OH:9])=O)=[CH:5][CH:4]=1)[CH3:2].C1(P(C2C=CC=CC=2)C2C=CC=CC=2)C=CC=CC=1.[NH2:31][C:32]([CH3:36])([CH3:35])[CH2:33]O.C(N(CC)CC)C, predict the reaction product. The product is: [CH2:1]([C:3]1[CH:4]=[CH:5][C:6]([C:7]2[O:9][CH2:33][C:32]([CH3:36])([CH3:35])[N:31]=2)=[CH:10][CH:11]=1)[CH3:2].